From a dataset of NCI-60 drug combinations with 297,098 pairs across 59 cell lines. Regression. Given two drug SMILES strings and cell line genomic features, predict the synergy score measuring deviation from expected non-interaction effect. (1) Synergy scores: CSS=39.9, Synergy_ZIP=0.770, Synergy_Bliss=1.38, Synergy_Loewe=-0.553, Synergy_HSA=-0.375. Drug 2: CC1=C(C=C(C=C1)C(=O)NC2=CC(=CC(=C2)C(F)(F)F)N3C=C(N=C3)C)NC4=NC=CC(=N4)C5=CN=CC=C5. Cell line: SK-MEL-5. Drug 1: C1=CC(=CC=C1CCCC(=O)O)N(CCCl)CCCl. (2) Drug 2: C1=CC=C(C=C1)NC(=O)CCCCCCC(=O)NO. Synergy scores: CSS=3.61, Synergy_ZIP=2.77, Synergy_Bliss=2.84, Synergy_Loewe=-9.73, Synergy_HSA=-2.23. Drug 1: C1CC(C1)(C(=O)O)C(=O)O.[NH2-].[NH2-].[Pt+2]. Cell line: MDA-MB-435. (3) Drug 1: CN1C2=C(C=C(C=C2)N(CCCl)CCCl)N=C1CCCC(=O)O.Cl. Drug 2: C1CN(CCN1C(=O)CCBr)C(=O)CCBr. Cell line: KM12. Synergy scores: CSS=10.5, Synergy_ZIP=-2.94, Synergy_Bliss=-1.30, Synergy_Loewe=-0.174, Synergy_HSA=-0.0555. (4) Drug 1: C1=CC=C(C=C1)NC(=O)CCCCCCC(=O)NO. Drug 2: CN1C=C(C=N1)C2=C3N=C(C(=C(N3N=C2)N)Br)C4CCCNC4. Cell line: NCI-H460. Synergy scores: CSS=50.5, Synergy_ZIP=-2.00, Synergy_Bliss=-3.26, Synergy_Loewe=-4.10, Synergy_HSA=-0.407.